Dataset: Full USPTO retrosynthesis dataset with 1.9M reactions from patents (1976-2016). Task: Predict the reactants needed to synthesize the given product. (1) The reactants are: Br[C:2]1[CH:7]=[C:6]([F:8])[C:5]([C:9]([N:11]2[CH2:15][CH2:14][CH2:13][C@H:12]2[CH2:16][N:17]2[CH2:21][CH2:20][CH2:19][CH2:18]2)=[O:10])=[C:4]([F:22])[CH:3]=1.[CH3:23][S:24]([C:27]1[CH:32]=[CH:31][C:30](B(O)O)=[CH:29][CH:28]=1)(=[O:26])=[O:25]. Given the product [F:22][C:4]1[CH:3]=[C:2]([C:30]2[CH:31]=[CH:32][C:27]([S:24]([CH3:23])(=[O:26])=[O:25])=[CH:28][CH:29]=2)[CH:7]=[C:6]([F:8])[C:5]=1[C:9]([N:11]1[CH2:15][CH2:14][CH2:13][C@H:12]1[CH2:16][N:17]1[CH2:21][CH2:20][CH2:19][CH2:18]1)=[O:10], predict the reactants needed to synthesize it. (2) Given the product [Cl:1][C:2]1[C:10]2[N:9]=[C:8]3[N:11]([C:16]4[N:21]=[CH:20][C:19]([C:33](=[O:36])[CH3:30])=[CH:18][C:17]=4[CH3:24])[CH2:12][CH2:13][CH2:14][CH2:15][N:7]3[C:6]=2[C:5]([CH:25]([CH2:26][CH3:27])[CH2:28][CH3:29])=[CH:4][CH:3]=1, predict the reactants needed to synthesize it. The reactants are: [Cl:1][C:2]1[C:10]2[N:9]=[C:8]3[N:11]([C:16]4[N:21]=[CH:20][C:19](C#N)=[CH:18][C:17]=4[CH3:24])[CH2:12][CH2:13][CH2:14][CH2:15][N:7]3[C:6]=2[C:5]([CH:25]([CH2:28][CH3:29])[CH2:26][CH3:27])=[CH:4][CH:3]=1.[CH3:30][Li].Cl.[C:33](=[O:36])(O)[O-].[Na+]. (3) Given the product [S:16]([O:1][CH2:2][C:3]1([CH2:6][O:7][S:16]([CH3:15])(=[O:18])=[O:17])[CH2:5][CH2:4]1)([CH3:15])(=[O:18])=[O:17], predict the reactants needed to synthesize it. The reactants are: [OH:1][CH2:2][C:3]1([CH2:6][OH:7])[CH2:5][CH2:4]1.C(N(CC)CC)C.[CH3:15][S:16](Cl)(=[O:18])=[O:17]. (4) Given the product [Br:8][C:9]1[CH:10]=[CH:11][C:12]([NH:3]/[CH:2]=[CH:1]/[N+:5]([O-:7])=[O:6])=[C:13]([CH:17]=1)[C:14]([OH:16])=[O:15], predict the reactants needed to synthesize it. The reactants are: [CH2:1]([N+:5]([O-:7])=[O:6])/[CH:2]=[N:3]\O.[Br:8][C:9]1[CH:17]=[C:13]([C:14]([OH:16])=[O:15])[C:12](N)=[CH:11][CH:10]=1.Cl. (5) Given the product [CH3:12][NH:13][C:2]1[CH:3]=[CH:4][C:5]([N+:9]([O-:11])=[O:10])=[C:6]([CH3:8])[N:7]=1, predict the reactants needed to synthesize it. The reactants are: Cl[C:2]1[N:7]=[C:6]([CH3:8])[C:5]([N+:9]([O-:11])=[O:10])=[CH:4][CH:3]=1.[CH3:12][NH2:13]. (6) Given the product [N+:2]([C:5]1[CH:10]=[C:9]([C:11]([F:12])([F:13])[F:14])[CH:8]=[CH:7][C:6]=1[S:15]([N:18]1[CH2:23][CH2:22][N:21]([C:35](=[O:36])[CH2:34][N:25]2[CH:33]=[C:31]([CH3:32])[C:29](=[O:30])[NH:28][C:26]2=[O:27])[CH2:20][C:19]1=[O:24])(=[O:17])=[O:16])([O-:4])=[O:3], predict the reactants needed to synthesize it. The reactants are: Cl.[N+:2]([C:5]1[CH:10]=[C:9]([C:11]([F:14])([F:13])[F:12])[CH:8]=[CH:7][C:6]=1[S:15]([N:18]1[CH2:23][CH2:22][NH:21][CH2:20][C:19]1=[O:24])(=[O:17])=[O:16])([O-:4])=[O:3].[N:25]1([CH2:34][C:35](O)=[O:36])[CH:33]=[C:31]([CH3:32])[C:29](=[O:30])[NH:28][C:26]1=[O:27].